From a dataset of hERG potassium channel inhibition data for cardiac toxicity prediction from Karim et al.. Regression/Classification. Given a drug SMILES string, predict its toxicity properties. Task type varies by dataset: regression for continuous values (e.g., LD50, hERG inhibition percentage) or binary classification for toxic/non-toxic outcomes (e.g., AMES mutagenicity, cardiotoxicity, hepatotoxicity). Dataset: herg_karim. (1) The drug is O=C(O)[C@H](Cc1cccc(F)c1)N1CCC(CN2CCC(Oc3ccc(Cl)c(Cl)c3)CC2)CC1. The result is 0 (non-blocker). (2) The compound is Cc1ccc(C(=O)Nc2cccc(C(F)(F)F)c2)cc1-c1ccc2nc(NCCN3CCOCC3)ncc2c1. The result is 1 (blocker). (3) The result is 0 (non-blocker). The compound is NCc1cccc(C2CCN(C(=O)c3cc(C(N)=O)cc(-c4nc(-c5cccs5)no4)c3)CC2)c1. (4) The compound is O=C1COc2ccc(CNC34CCC(C[C@@]5(O)Cn6c(=O)ccc7ncc(Cl)c5c76)(CC3)OC4)nc2N1. The result is 0 (non-blocker). (5) The drug is N#Cc1ccc(OCCCN2CC3CN(CCNS(=O)(=O)Cc4ccccc4)CC(C2)O3)cc1. The result is 0 (non-blocker). (6) The compound is Nc1ccc(C(=O)N2CC3CC(CN(Cc4ccccc4)C3)C2)cc1. The result is 1 (blocker). (7) The molecule is Cc1nsc(-c2nnc3n2CCN(C(=O)c2cccc(Cl)c2)[C@@H]3C)n1. The result is 0 (non-blocker). (8) The drug is O[C@]1(c2ccc(F)c(F)c2)CCNC[C@@H]1c1cc(-c2ccc(F)cc2Br)no1. The result is 1 (blocker). (9) The molecule is COc1c(N2CCC(CNCCC#N)C2)c(F)cc2c(=O)c(C(=O)O)cn(C3CC3)c12. The result is 0 (non-blocker). (10) The molecule is O=C(O)C[C@@H]1COc2cc3c(cc21)OC[C@@H](c1cccc(Cl)c1)O3. The result is 0 (non-blocker).